Predict the product of the given reaction. From a dataset of Forward reaction prediction with 1.9M reactions from USPTO patents (1976-2016). (1) Given the reactants Cl[C:2]1[CH:7]=[C:6]([CH2:8][N:9]2[C:13]([CH3:15])([CH3:14])[C:12](=[O:16])[N:11]([C:17]3[CH:18]=[CH:19][C:20]([S:50][C:51]([F:54])([F:53])[F:52])=[C:21]([NH:23][C:24](=[O:49])[C@H:25]([NH:32]C(=O)CC4C5C=CC=CC=5C5C4=CC=CC=5)[C:26]4[CH:31]=[CH:30][CH:29]=[CH:28][CH:27]=4)[CH:22]=3)[C:10]2=[O:55])[CH:5]=[CH:4][N:3]=1.[NH2:56][C:57]1[CH:58]=[N:59][CH:60]=[CH:61][CH:62]=1.CC1(C)C2C=CC(P(C3C=CC=CC=3)C3C=CC=CC=3)=CC=2OC2C1=CC=C(P(C1C=CC=CC=1)C1C=CC=CC=1)C=2.C(=O)([O-])[O-].[Cs+].[Cs+], predict the reaction product. The product is: [NH2:32][C@H:25]([C:26]1[CH:27]=[CH:28][CH:29]=[CH:30][CH:31]=1)[C:24]([NH:23][C:21]1[CH:22]=[C:17]([N:11]2[C:12](=[O:16])[C:13]([CH3:14])([CH3:15])[N:9]([CH2:8][C:6]3[CH:5]=[CH:4][N:3]=[C:2]([NH:56][C:57]4[CH:58]=[N:59][CH:60]=[CH:61][CH:62]=4)[CH:7]=3)[C:10]2=[O:55])[CH:18]=[CH:19][C:20]=1[S:50][C:51]([F:52])([F:54])[F:53])=[O:49]. (2) Given the reactants [NH:1]1[C:9]2[C:4](=[CH:5][C:6]([NH:10][C:11]([NH2:13])=[S:12])=[CH:7][CH:8]=2)[CH:3]=[CH:2]1.Br[CH2:15][C:16](=O)[C:17]([O:19]CC)=[O:18], predict the reaction product. The product is: [NH:1]1[C:9]2[C:4](=[CH:5][C:6]([NH:10][C:11]3[S:12][CH:15]=[C:16]([C:17]([OH:19])=[O:18])[N:13]=3)=[CH:7][CH:8]=2)[CH:3]=[CH:2]1. (3) Given the reactants [Al+3].[Cl-].[Cl-].[Cl-].[H-].[Al+3].[Li+].[H-].[H-].[H-].C(OC[C@H]1CC[C@H]([C@@]23CCC(=O)N2[C@@H:29]([C:35]2[CH:40]=[CH:39][CH:38]=[CH:37][CH:36]=2)[CH2:28][O:27]3)CC1)C1C=CC=CC=1, predict the reaction product. The product is: [C:35]1([CH2:29][CH2:28][OH:27])[CH:40]=[CH:39][CH:38]=[CH:37][CH:36]=1. (4) Given the reactants C([O:8][C:9]1[CH:10]=[C:11]2[C:16](=[CH:17][C:18]=1[O:19][CH3:20])[N:15]=[CH:14][CH:13]=[C:12]2[O:21][C:22]1[CH:23]=[CH:24][C:25]2[NH:30][CH2:29][CH2:28][O:27][C:26]=2[CH:31]=1)C1C=CC=CC=1, predict the reaction product. The product is: [O:27]1[CH2:28][CH2:29][NH:30][C:25]2[CH:24]=[CH:23][C:22]([O:21][C:12]3[C:11]4[C:16](=[CH:17][C:18]([O:19][CH3:20])=[C:9]([OH:8])[CH:10]=4)[N:15]=[CH:14][CH:13]=3)=[CH:31][C:26]1=2. (5) Given the reactants [Cl:1][CH2:2][C:3]([C:5]1[CH:10]=[CH:9][CH:8]=[C:7]([Cl:11])[CH:6]=1)=[O:4].C(O)=O.C(N(CC)CC)C, predict the reaction product. The product is: [Cl:1][CH2:2][CH:3]([C:5]1[CH:10]=[CH:9][CH:8]=[C:7]([Cl:11])[CH:6]=1)[OH:4].